This data is from Catalyst prediction with 721,799 reactions and 888 catalyst types from USPTO. The task is: Predict which catalyst facilitates the given reaction. Reactant: Br[CH2:2][C:3]1[N:8]([C:9]2[CH:14]=[CH:13][CH:12]=[C:11]([C:15]([F:18])([F:17])[F:16])[CH:10]=2)[C:7](=[O:19])[NH:6][CH:5]([C:20]2[CH:25]=[CH:24][C:23]([C:26]#[N:27])=[CH:22][C:21]=2[S:28]([CH3:31])(=[O:30])=[O:29])[C:4]=1[C:32](OCC)=[O:33].[CH3:37][NH:38][NH2:39]. Product: [CH3:37][N:38]1[CH2:2][C:3]2[N:8]([C:9]3[CH:14]=[CH:13][CH:12]=[C:11]([C:15]([F:18])([F:16])[F:17])[CH:10]=3)[C:7](=[O:19])[NH:6][CH:5]([C:20]3[CH:25]=[CH:24][C:23]([C:26]#[N:27])=[CH:22][C:21]=3[S:28]([CH3:31])(=[O:30])=[O:29])[C:4]=2[C:32](=[O:33])[NH:39]1. The catalyst class is: 12.